The task is: Predict the reactants needed to synthesize the given product.. This data is from Full USPTO retrosynthesis dataset with 1.9M reactions from patents (1976-2016). (1) Given the product [Cl:19][C:20]1[CH:25]=[CH:24][C:23]([CH:1]([OH:2])[C:3]2[CH:8]=[N:7][CH:6]=[C:5]3[S:9][C:10]([C:12]([O:14][C:15]([CH3:18])([CH3:17])[CH3:16])=[O:13])=[CH:11][C:4]=23)=[CH:22][CH:21]=1, predict the reactants needed to synthesize it. The reactants are: [CH:1]([C:3]1[CH:8]=[N:7][CH:6]=[C:5]2[S:9][C:10]([C:12]([O:14][C:15]([CH3:18])([CH3:17])[CH3:16])=[O:13])=[CH:11][C:4]=12)=[O:2].[Cl:19][C:20]1[CH:25]=[CH:24][C:23]([Mg]Br)=[CH:22][CH:21]=1.C(OCC)C. (2) Given the product [CH3:12][O:13][CH:14]=[C:3]1[CH2:4][CH2:5][C:6]([CH3:9])([CH3:8])[CH:7]=[C:2]1[CH3:1], predict the reactants needed to synthesize it. The reactants are: [CH3:1][C:2]1[C:3](=O)[CH2:4][CH2:5][C:6]([CH3:9])([CH3:8])[CH:7]=1.[Cl-].[CH3:12][O:13][CH2:14][P+](C1C=CC=CC=1)(C1C=CC=CC=1)C1C=CC=CC=1.CC(C)([O-])C.[K+].O1CCCC1. (3) Given the product [F:31][C:30]([F:33])([F:32])[C:28]1[CH:29]=[C:24]([C:23]([N:9]2[C@H:8]([CH2:1][C:2]3[CH:3]=[CH:4][CH:5]=[CH:6][CH:7]=3)[CH2:13][N:12]3[CH2:14][C@H:15]([N:39]4[CH2:44][CH2:43][O:42][CH2:41][CH2:40]4)[CH2:16][CH2:17][C@@H:11]3[CH2:10]2)=[O:38])[CH:25]=[C:26]([C:34]([F:36])([F:35])[F:37])[CH:27]=1.[F:31][C:30]([F:33])([F:32])[C:28]1[CH:29]=[C:24]([C:23]([N:9]2[C@H:8]([CH2:1][C:2]3[CH:3]=[CH:4][CH:5]=[CH:6][CH:7]=3)[CH2:13][N:12]3[CH2:14][C@@H:15]([N:39]4[CH2:44][CH2:43][O:42][CH2:41][CH2:40]4)[CH2:16][CH2:17][C@@H:11]3[CH2:10]2)=[O:38])[CH:25]=[C:26]([C:34]([F:36])([F:35])[F:37])[CH:27]=1, predict the reactants needed to synthesize it. The reactants are: [CH2:1]([C@@H:8]1[CH2:13][N:12]2[CH2:14][C@@H:15](OS(C)(=O)=O)[CH2:16][CH2:17][C@@H:11]2[CH2:10][N:9]1[C:23](=[O:38])[C:24]1[CH:29]=[C:28]([C:30]([F:33])([F:32])[F:31])[CH:27]=[C:26]([C:34]([F:37])([F:36])[F:35])[CH:25]=1)[C:2]1[CH:7]=[CH:6][CH:5]=[CH:4][CH:3]=1.[NH:39]1[CH2:44][CH2:43][O:42][CH2:41][CH2:40]1. (4) Given the product [NH2:21][C@H:16]([CH2:17][CH:18]([CH3:20])[CH3:19])[C:15]([NH:14][C:5]1[CH:6]=[CH:7][C:8]([C:9]2[O:13][CH:12]=[N:11][CH:10]=2)=[C:3]([O:2][CH3:1])[CH:4]=1)=[O:29], predict the reactants needed to synthesize it. The reactants are: [CH3:1][O:2][C:3]1[CH:4]=[C:5]([NH:14][C:15](=[O:29])[C@H:16]([NH:21]C(=O)OC(C)(C)C)[CH2:17][CH:18]([CH3:20])[CH3:19])[CH:6]=[CH:7][C:8]=1[C:9]1[O:13][CH:12]=[N:11][CH:10]=1.C(O)(C(F)(F)F)=O. (5) Given the product [O:1]=[C:2]1[CH:11]=[CH:10][C:9]2[N:8]=[CH:7][C:6]([C:12]#[N:14])=[CH:5][C:4]=2[N:3]1[CH2:15][CH:16]=[CH2:17], predict the reactants needed to synthesize it. The reactants are: [O:1]=[C:2]1[CH:11]=[CH:10][C:9]2[N:8]=[CH:7][C:6]([C:12]([NH2:14])=O)=[CH:5][C:4]=2[N:3]1[CH2:15][CH:16]=[CH2:17].C(N(CC)CC)C.FC(F)(F)S(OS(C(F)(F)F)(=O)=O)(=O)=O.C([O-])(O)=O.[Na+]. (6) Given the product [Br:8][CH2:32][C:23]1[CH:24]=[C:25]([CH:30]=[CH:31][C:22]=1[F:21])[C:26]([O:28][CH3:29])=[O:27], predict the reactants needed to synthesize it. The reactants are: C1C(=O)N([Br:8])C(=O)C1.CC(N=NC(C#N)(C)C)(C#N)C.[F:21][C:22]1[CH:31]=[CH:30][C:25]([C:26]([O:28][CH3:29])=[O:27])=[CH:24][C:23]=1[CH3:32]. (7) The reactants are: [CH3:1][C:2]1[C:6]2[C:7](=[O:18])[N:8]([CH2:11][CH2:12][N:13]3[CH2:17][CH2:16][CH2:15][CH2:14]3)[CH2:9][CH2:10][C:5]=2[NH:4][C:3]=1[CH:19]=O.[F:21][C:22]1[CH:23]=[C:24]2[C:28](=[CH:29][C:30]=1[NH:31][C:32](=[O:37])[C:33]([OH:36])([CH3:35])[CH3:34])[NH:27][C:26](=[O:38])[CH2:25]2. Given the product [F:21][C:22]1[CH:23]=[C:24]2[C:28](=[CH:29][C:30]=1[NH:31][C:32](=[O:37])[C:33]([OH:36])([CH3:35])[CH3:34])[NH:27][C:26](=[O:38])[C:25]2=[CH:19][C:3]1[NH:4][C:5]2[CH2:10][CH2:9][N:8]([CH2:11][CH2:12][N:13]3[CH2:14][CH2:15][CH2:16][CH2:17]3)[C:7](=[O:18])[C:6]=2[C:2]=1[CH3:1], predict the reactants needed to synthesize it. (8) Given the product [CH3:1][C:2]1[CH:16]=[CH:15][C:5]([C:6]([NH:8][CH:9]([Cl:25])[C:10]([Cl:13])([Cl:12])[Cl:11])=[O:7])=[CH:4][CH:3]=1, predict the reactants needed to synthesize it. The reactants are: [CH3:1][C:2]1[CH:16]=[CH:15][C:5]([C:6]([NH:8][CH:9](O)[C:10]([Cl:13])([Cl:12])[Cl:11])=[O:7])=[CH:4][CH:3]=1.N1C=CC=CC=1.S(Cl)([Cl:25])=O.C(OCC)C. (9) Given the product [F:9][C:10]([F:14])([F:13])[CH2:11][O:12][C:2]1[CH:7]=[C:6]([NH2:8])[CH:5]=[CH:4][N:3]=1, predict the reactants needed to synthesize it. The reactants are: Br[C:2]1[CH:7]=[C:6]([NH2:8])[CH:5]=[CH:4][N:3]=1.[F:9][C:10]([F:14])([F:13])[CH2:11][OH:12].[H-].[Na+].